Dataset: Full USPTO retrosynthesis dataset with 1.9M reactions from patents (1976-2016). Task: Predict the reactants needed to synthesize the given product. (1) Given the product [CH3:9][CH:8]([O:10][C:30](=[O:32])[CH3:31])[CH2:7][N:6]1[C:2]([CH3:1])=[CH:3][C:4]([N+:11]([O-:13])=[O:12])=[N:5]1, predict the reactants needed to synthesize it. The reactants are: [CH3:1][C:2]1[N:6]([CH2:7][CH:8]([OH:10])[CH3:9])[N:5]=[C:4]([N+:11]([O-:13])=[O:12])[CH:3]=1.C(N(CC)CC)C.CN(C1C=CC=CN=1)C.[C:30](OC(=O)C)(=[O:32])[CH3:31]. (2) Given the product [Cl:1][C:2]1[C:3]([N:8]2[C:12]([C:13]([OH:15])=[O:14])=[CH:11][C:10]([C:16]([F:19])([F:17])[F:18])=[N:9]2)=[N:4][CH:5]=[CH:6][CH:7]=1, predict the reactants needed to synthesize it. The reactants are: [Cl:1][C:2]1[C:3]([N:8]2[C:12]([C:13]([O-:15])=[O:14])=[CH:11][C:10]([C:16]([F:19])([F:18])[F:17])=[N:9]2)=[N:4][CH:5]=[CH:6][CH:7]=1.Cl. (3) Given the product [Br:1][CH2:52][C:36]1[C:37]([C:47]([O:49][CH2:50][CH3:51])=[O:48])=[N:38][N:39]([C:40]2[CH:45]=[CH:44][CH:43]=[CH:42][C:41]=2[Cl:46])[C:35]=1[C:32]1[CH:31]=[CH:30][C:29]([O:28][Si:21]([C:24]([CH3:27])([CH3:26])[CH3:25])([CH3:23])[CH3:22])=[CH:34][CH:33]=1, predict the reactants needed to synthesize it. The reactants are: [Br:1]N1C(=O)CCC1=O.N(C(C)(C)C#N)=NC(C)(C)C#N.[Si:21]([O:28][C:29]1[CH:34]=[CH:33][C:32]([C:35]2[N:39]([C:40]3[CH:45]=[CH:44][CH:43]=[CH:42][C:41]=3[Cl:46])[N:38]=[C:37]([C:47]([O:49][CH2:50][CH3:51])=[O:48])[C:36]=2[CH3:52])=[CH:31][CH:30]=1)([C:24]([CH3:27])([CH3:26])[CH3:25])([CH3:23])[CH3:22].O. (4) Given the product [C:24]([O:23][C:19]([NH:20][NH:21][C:2]1[C:7]([NH:12][C:13]2[CH:18]=[CH:17][CH:16]=[CH:15][CH:14]=2)=[N:6][C:5]2=[N:9][O:10][N:11]=[C:4]2[N:3]=1)=[O:22])([CH3:27])([CH3:26])[CH3:25], predict the reactants needed to synthesize it. The reactants are: Cl[C:2]1[C:7](Cl)=[N:6][C:5]2=[N:9][O:10][N:11]=[C:4]2[N:3]=1.[NH2:12][C:13]1[CH:18]=[CH:17][CH:16]=[CH:15][CH:14]=1.[C:19]([O:23][C:24]([CH3:27])([CH3:26])[CH3:25])(=[O:22])[NH:20][NH2:21]. (5) Given the product [CH3:21][S:22][CH2:2][C@H:3]1[O:7][C@@H:6]([N:8]2[C:17]3[N:16]=[CH:15][N:14]=[C:12]([NH2:13])[C:11]=3[N:10]=[C:9]2[CH3:18])[C@H:5]([OH:19])[C@@H:4]1[OH:20], predict the reactants needed to synthesize it. The reactants are: Cl[CH2:2][C@H:3]1[O:7][C@@H:6]([N:8]2[C:17]3[N:16]=[CH:15][N:14]=[C:12]([NH2:13])[C:11]=3[N:10]=[C:9]2[CH3:18])[C@H:5]([OH:19])[C@@H:4]1[OH:20].[CH3:21][S-:22].[Na+]. (6) Given the product [CH3:35][N:32]1[CH2:31][CH2:30][N:29]([C:27]([C:23]2[CH:22]=[C:21]([CH:26]=[CH:25][CH:24]=2)/[CH:19]=[CH:20]/[C:37]2[C:45]3[C:40](=[CH:41][C:42]([CH:46]=[O:47])=[CH:43][CH:44]=3)[N:39]([CH2:48][O:49][CH2:50][CH2:51][Si:52]([CH3:55])([CH3:54])[CH3:53])[N:38]=2)=[O:28])[CH2:34][CH2:33]1, predict the reactants needed to synthesize it. The reactants are: C1N(P(N2CC2)(NC(C2C(I)=CC=CC=2)=O)=O)C1.[CH:19]([C:21]1[CH:22]=[C:23]([C:27]([N:29]2[CH2:34][CH2:33][N:32]([CH3:35])[CH2:31][CH2:30]2)=[O:28])[CH:24]=[CH:25][CH:26]=1)=[CH2:20].I[C:37]1[C:45]2[C:40](=[CH:41][C:42]([CH:46]=[O:47])=[CH:43][CH:44]=2)[N:39]([CH2:48][O:49][CH2:50][CH2:51][Si:52]([CH3:55])([CH3:54])[CH3:53])[N:38]=1. (7) Given the product [NH2:46][C:47]1[C:52]2[CH2:53][C:54]([CH3:57])([CH3:56])[O:55][C:51]=2[C:50]([C:58]([O:60][CH2:8][CH:7]2[CH2:29][CH2:42][N:43]([CH2:44][CH2:45][NH:41][C:34]3[C:37]([CH3:62])=[N:38][CH:39]=[CH:40][N:36]=3)[CH2:5][CH2:6]2)=[O:59])=[CH:49][C:48]=1[Cl:61], predict the reactants needed to synthesize it. The reactants are: [H-].[Na+].NC1C(Cl)=[CH:29][C:7]([C:8](OCC2CCN(CCCOC3C=CC(F)=CC=3)CC2)=O)=[C:6](OC)[CH:5]=1.[C:34]([N:41]1[CH:45]=[CH:44][N:43]=[CH:42]1)([N:36]1[CH:40]=[CH:39][N:38]=[CH:37]1)=O.[NH2:46][C:47]1[C:52]2[CH2:53][C:54]([CH3:57])([CH3:56])[O:55][C:51]=2[C:50]([C:58]([OH:60])=[O:59])=[CH:49][C:48]=1[Cl:61].[CH2:62]1COCC1. (8) Given the product [CH3:1][O:2][C:3]1[CH:8]=[C:7]2[C:6](=[CH:5][CH:4]=1)[NH:9][C:12]1[C:13](=[O:18])[CH2:14][CH2:15][CH2:16][C:17]2=1, predict the reactants needed to synthesize it. The reactants are: [CH3:1][O:2][C:3]1[CH:8]=[CH:7][C:6]([NH2:9])=[CH:5][CH:4]=1.OC=[C:12]1[CH2:17][CH2:16][CH2:15][CH2:14][C:13]1=[O:18].